This data is from Catalyst prediction with 721,799 reactions and 888 catalyst types from USPTO. The task is: Predict which catalyst facilitates the given reaction. (1) Reactant: [C:1]([O:5][C:6]([N:8]1[C@@H:12]([CH2:13][NH:14][C:15]2[CH:20]=[CH:19][CH:18]=[CH:17][CH:16]=2)[CH2:11][O:10][C:9]1([CH3:22])[CH3:21])=[O:7])([CH3:4])([CH3:3])[CH3:2].C=O.[BH3-][C:26]#N.[Na+]. Product: [C:1]([O:5][C:6]([N:8]1[C@@H:12]([CH2:13][N:14]([CH3:26])[C:15]2[CH:16]=[CH:17][CH:18]=[CH:19][CH:20]=2)[CH2:11][O:10][C:9]1([CH3:22])[CH3:21])=[O:7])([CH3:4])([CH3:2])[CH3:3]. The catalyst class is: 466. (2) Reactant: [NH:1]([C:13]([O:15][CH2:16][C:17]1[CH:22]=[CH:21][CH:20]=[CH:19][CH:18]=1)=[O:14])[CH2:2][C:3]([O:5]N1C(=O)CCC1=O)=O.[CH2:23]([NH2:30])[C:24]1[CH:29]=[CH:28][CH:27]=[CH:26][CH:25]=1. Product: [NH:1]([C:13]([O:15][CH2:16][C:17]1[CH:18]=[CH:19][CH:20]=[CH:21][CH:22]=1)=[O:14])[CH2:2][C:3]([NH:30][CH2:23][C:24]1[CH:29]=[CH:28][CH:27]=[CH:26][CH:25]=1)=[O:5]. The catalyst class is: 254. (3) Reactant: [CH3:1][S:2][CH2:3][C@@H:4]1[O:8][C:7](=[O:9])[N:6]([NH:10]C(=O)OC(C)(C)C)[CH2:5]1.[ClH:18].O1CCOCC1. Product: [ClH:18].[NH2:10][N:6]1[CH2:5][C@H:4]([CH2:3][S:2][CH3:1])[O:8][C:7]1=[O:9]. The catalyst class is: 1. (4) Reactant: [N:1]([O-])=O.[Na+].[Cl:5][C:6]1[N:11]=[CH:10][N:9]=[C:8]([NH:12][C:13]2[CH:18]=[CH:17][CH:16]=[CH:15][C:14]=2[Cl:19])[C:7]=1[NH2:20]. Product: [Cl:5][C:6]1[C:7]2[N:20]=[N:1][N:12]([C:13]3[CH:18]=[CH:17][CH:16]=[CH:15][C:14]=3[Cl:19])[C:8]=2[N:9]=[CH:10][N:11]=1. The catalyst class is: 699. (5) Reactant: I[CH2:2][CH2:3][O:4][CH2:5][CH2:6]I.C(N(C(C)C)CC)(C)C.Cl.[Br:18][C:19]1[CH:32]=[CH:31][CH:30]=[C:29]2[C:20]=1[S:21][C:22]1[CH:23]=[CH:24][C:25]([NH:33][C@@H:34]3[CH2:39][CH2:38][CH2:37][CH2:36][C@H:35]3[NH2:40])=[CH:26][C:27]=1[S:28]2. Product: [Br:18][C:19]1[CH:32]=[CH:31][CH:30]=[C:29]2[C:20]=1[S:21][C:22]1[CH:23]=[CH:24][C:25]([NH:33][C@@H:34]3[CH2:39][CH2:38][CH2:37][CH2:36][C@H:35]3[N:40]3[CH2:6][CH2:5][O:4][CH2:3][CH2:2]3)=[CH:26][C:27]=1[S:28]2. The catalyst class is: 9.